This data is from Catalyst prediction with 721,799 reactions and 888 catalyst types from USPTO. The task is: Predict which catalyst facilitates the given reaction. (1) Reactant: [Br:1][C:2]1[CH:11]=[C:10]2[C:5]([CH2:6][CH2:7][NH:8][CH2:9]2)=[CH:4][CH:3]=1.[CH2:12]=O. Product: [Br:1][C:2]1[CH:11]=[C:10]2[C:5]([CH2:6][CH2:7][N:8]([CH3:12])[CH2:9]2)=[CH:4][CH:3]=1. The catalyst class is: 106. (2) Reactant: [CH3:1][N:2]1[CH:6]=[C:5]([C:7]2[CH:12]=[CH:11][CH:10]=[CH:9][CH:8]=2)[N:4]=[CH:3]1.C([Li])CCC.[Cl:18]C(Cl)(Cl)C(Cl)(Cl)Cl. Product: [Cl:18][C:3]1[N:2]([CH3:1])[CH:6]=[C:5]([C:7]2[CH:8]=[CH:9][CH:10]=[CH:11][CH:12]=2)[N:4]=1. The catalyst class is: 1. (3) Reactant: [Br:1][C:2]1[CH:7]=[C:6]([F:8])[CH:5]=[CH:4][C:3]=1[CH2:9]Br.O.C[N+]1([O-])CC[O:16]CC1.[NH4+].[Cl-].CCOC(C)=O. Product: [Br:1][C:2]1[CH:7]=[C:6]([F:8])[CH:5]=[CH:4][C:3]=1[CH:9]=[O:16]. The catalyst class is: 12. (4) Reactant: [CH3:1][O:2][C:3]1[CH:12]=[C:11]2[C:6]([CH:7]=[C:8]([C:14]3N=C(CSC4C=CC=CC=4)S[CH:18]=3)[C:9](=[O:13])[NH:10]2)=[CH:5][CH:4]=1.[NH2:27][C:28](=[S:41])[C:29]([CH3:40])([CH3:39])[S:30]([C:33]1[CH:38]=[CH:37][CH:36]=[CH:35][CH:34]=1)(=[O:32])=[O:31]. Product: [CH3:1][O:2][C:3]1[CH:12]=[C:11]2[C:6]([CH:7]=[C:8]([C:14]3[N:27]=[C:28]([C:29]([CH3:39])([S:30]([C:33]4[CH:34]=[CH:35][CH:36]=[CH:37][CH:38]=4)(=[O:32])=[O:31])[CH3:40])[S:41][CH:18]=3)[C:9](=[O:13])[NH:10]2)=[CH:5][CH:4]=1. The catalyst class is: 5. (5) Reactant: CI.[CH2:3]([N:5]1[C:14]2[C:9](=[CH:10][C:11]([OH:15])=[CH:12][CH:13]=2)[CH:8]=[CH:7][C:6]1=[O:16])[CH3:4].[C:17](=O)([O-])[O-].[K+].[K+]. Product: [CH2:3]([N:5]1[C:14]2[C:9](=[CH:10][C:11]([O:15][CH3:17])=[CH:12][CH:13]=2)[CH:8]=[CH:7][C:6]1=[O:16])[CH3:4]. The catalyst class is: 3.